Dataset: Full USPTO retrosynthesis dataset with 1.9M reactions from patents (1976-2016). Task: Predict the reactants needed to synthesize the given product. (1) Given the product [CH:1]([C@H:4]1[CH2:5][NH:6][CH2:7][CH2:8][NH:9]1)([CH3:3])[CH3:2], predict the reactants needed to synthesize it. The reactants are: [CH:1]([C@@H:4]1[NH:9][CH2:8][CH2:7][N:6](C2C3C(C)=CNC=3N=CN=2)[CH2:5]1)([CH3:3])[CH3:2].C([C@@H]1NC(=O)CNC1=O)(C)C.[H-].[Al+3].[Li+].[H-].[H-].[H-]. (2) Given the product [CH3:52][N:51]([CH3:53])[CH:48]1[CH2:49][CH2:50][N:45]([C:42]2[N:41]=[C:40]3[NH:36][C:37]([C:11]([C:12]4[CH:22]=[CH:21][C:15]([C:16]#[N:18])=[C:14]([C:23]5[C:24]([CH3:30])=[N:25][N:26]([CH3:29])[C:27]=5[CH3:28])[CH:13]=4)=[O:31])=[N:38][C:39]3=[CH:44][CH:43]=2)[CH2:46][CH2:47]1, predict the reactants needed to synthesize it. The reactants are: [Li+].CC([N-]C(C)C)C.CO[C:11](=[O:31])[C:12]1[CH:22]=[CH:21][C:15]([C:16]([N:18](C)C)=O)=[C:14]([C:23]2[C:24]([CH3:30])=[N:25][N:26]([CH3:29])[C:27]=2[CH3:28])[CH:13]=1.CN(C[N:36]1[C:40]2=[N:41][C:42]([N:45]3[CH2:50][CH2:49][CH:48]([N:51]([CH3:53])[CH3:52])[CH2:47][CH2:46]3)=[CH:43][CH:44]=[C:39]2[N:38]=[CH:37]1)C.